This data is from Full USPTO retrosynthesis dataset with 1.9M reactions from patents (1976-2016). The task is: Predict the reactants needed to synthesize the given product. (1) The reactants are: [Cl:1][C:2]1[C:3]([N:8]2[CH2:13][CH2:12][C:11]([OH:17])([C:14]([OH:16])=O)[CH2:10][CH2:9]2)=[N:4][CH:5]=[CH:6][CH:7]=1.CCN=C=NCCCN(C)C.[F:29][C:30]([F:39])([F:38])[C:31]1[CH:37]=[CH:36][C:34]([NH2:35])=[CH:33][CH:32]=1. Given the product [Cl:1][C:2]1[C:3]([N:8]2[CH2:9][CH2:10][C:11]([OH:17])([C:14]([NH:35][C:34]3[CH:36]=[CH:37][C:31]([C:30]([F:29])([F:38])[F:39])=[CH:32][CH:33]=3)=[O:16])[CH2:12][CH2:13]2)=[N:4][CH:5]=[CH:6][CH:7]=1, predict the reactants needed to synthesize it. (2) Given the product [CH3:1][O:2][C:3]([C:5]1[NH:25][C:8]2=[N:9][CH:10]=[C:11]([NH:13][CH2:14][CH2:15][C:16]3[CH:21]=[CH:20][CH:19]=[C:18]([NH2:22])[CH:17]=3)[CH:12]=[C:7]2[CH:6]=1)=[O:4], predict the reactants needed to synthesize it. The reactants are: [CH3:1][O:2][C:3]([C:5]1[NH:25][C:8]2=[N:9][CH:10]=[C:11]([NH:13][CH2:14][CH2:15][C:16]3[CH:21]=[CH:20][CH:19]=[C:18]([N+:22]([O-])=O)[CH:17]=3)[CH:12]=[C:7]2[CH:6]=1)=[O:4]. (3) Given the product [CH2:1]([O:3][C:4]([C:6]1([C:9]2[CH:14]=[CH:13][C:12]([C:15]3[CH:20]=[CH:19][C:18]([C:21]4[S:22][C:23]([F:29])=[CH:24][C:25]=4[NH:32][C:35]([O:62][C@@H:60]([C:55]4[CH:56]=[CH:57][CH:58]=[CH:59][C:54]=4[CH3:63])[CH3:61])=[O:44])=[CH:17][CH:16]=3)=[CH:11][CH:10]=2)[CH2:8][CH2:7]1)=[O:5])[CH3:2], predict the reactants needed to synthesize it. The reactants are: [CH2:1]([O:3][C:4]([C:6]1([C:9]2[CH:14]=[CH:13][C:12]([C:15]3[CH:20]=[CH:19][C:18]([C:21]4[S:22][C:23]([F:29])=[CH:24][C:25]=4C(O)=O)=[CH:17][CH:16]=3)=[CH:11][CH:10]=2)[CH2:8][CH2:7]1)=[O:5])[CH3:2].C([N:32]([CH2:35]C)CC)C.C1(P(N=[N+]=[N-])(C2C=CC=CC=2)=[O:44])C=CC=CC=1.[C:54]1([CH3:63])[CH:59]=[CH:58][CH:57]=[CH:56][C:55]=1[C@H:60]([OH:62])[CH3:61].[Cl-].[NH4+]. (4) Given the product [F:12][C:4]1[C:5]([O:10][CH3:11])=[CH:6][C:7]([O:8][CH3:9])=[C:2]([F:1])[C:3]=1[N:13]1[CH2:18][C:17]2[CH:19]=[N:20][C:21]3[NH:25][C:24](/[CH:35]=[CH:36]/[C:37]4[CH:42]=[CH:41][CH:40]=[CH:39][N:38]=4)=[CH:23][C:22]=3[C:16]=2[N:15]([CH3:43])[C:14]1=[O:44], predict the reactants needed to synthesize it. The reactants are: [F:1][C:2]1[C:7]([O:8][CH3:9])=[CH:6][C:5]([O:10][CH3:11])=[C:4]([F:12])[C:3]=1[N:13]1[CH2:18][C:17]2[CH:19]=[N:20][C:21]3[N:25](S(C4C=CC=CC=4)(=O)=O)[C:24](/[CH:35]=[CH:36]/[C:37]4[CH:42]=[CH:41][CH:40]=[CH:39][N:38]=4)=[CH:23][C:22]=3[C:16]=2[N:15]([CH3:43])[C:14]1=[O:44].[F-].C([N+](CCCC)(CCCC)CCCC)CCC. (5) Given the product [F:43][C:44]([F:49])([F:48])[C:45]1[CH:27]=[C:26]([CH:31]=[C:30]([C:32]([F:35])([F:33])[F:34])[CH:29]=1)[CH2:25][NH:24][C@@H:12]1[C:13]2=[CH:14][C:15]3[O:16][C:17]([F:23])([F:22])[O:18][C:19]=3[CH:20]=[C:21]2[N:8]([CH2:6][CH:51]2[CH2:50][CH2:65][CH2:64][CH2:68]2)[CH2:9][CH2:10][CH2:11]1, predict the reactants needed to synthesize it. The reactants are: C(O[C:6]([N:8]1[C:21]2[C:13](=[CH:14][C:15]3[O:16][C:17]([F:23])([F:22])[O:18][C:19]=3[CH:20]=2)[C@@H:12]([N:24](C(=O)C)[CH2:25][C:26]2[CH:31]=[C:30]([C:32]([F:35])([F:34])[F:33])[CH:29]=C(C(F)(F)F)[CH:27]=2)[CH2:11][CH2:10][CH2:9]1)=O)(C)(C)C.[F:43][C:44]([F:49])([F:48])[C:45](O)=O.[C:50](O)(=O)[CH3:51].C(O[BH-](O[C:64](=O)[CH3:65])OC(=O)C)(=O)C.[Na+].[CH2:68](Cl)Cl. (6) Given the product [C:21]1([CH:27]2[CH2:31][CH2:30][N:29]([CH2:1][C:3]3[CH:4]=[CH:5][C:6]4[O:12][C:11]5[CH:13]=[CH:14][C:15]([C:17]([NH2:19])=[O:18])=[CH:16][C:10]=5[CH2:9][CH2:8][C:7]=4[CH:20]=3)[CH2:28]2)[CH:26]=[CH:25][CH:24]=[CH:23][CH:22]=1, predict the reactants needed to synthesize it. The reactants are: [CH:1]([C:3]1[CH:4]=[CH:5][C:6]2[O:12][C:11]3[CH:13]=[CH:14][C:15]([C:17]([NH2:19])=[O:18])=[CH:16][C:10]=3[CH2:9][CH2:8][C:7]=2[CH:20]=1)=O.[C:21]1([CH:27]2[CH2:31][CH2:30][NH:29][CH2:28]2)[CH:26]=[CH:25][CH:24]=[CH:23][CH:22]=1.[BH-](OC(C)=O)(OC(C)=O)OC(C)=O.[Na+]. (7) Given the product [OH:1][C@H:2]([C:11]1[CH:20]=[CH:19][C:14]2[C:15](=[O:18])[O:16][CH2:17][C:13]=2[C:12]=1[CH3:21])[CH2:3][N:4]1[CH2:9][CH2:8][N:7]([C:23]2[CH:24]=[C:25]3[C:30](=[CH:31][CH:32]=2)[N:29]=[C:28]([S:33]([CH3:36])(=[O:34])=[O:35])[CH:27]=[CH:26]3)[C:6](=[O:10])[CH2:5]1, predict the reactants needed to synthesize it. The reactants are: [OH:1][C@H:2]([C:11]1[CH:20]=[CH:19][C:14]2[C:15](=[O:18])[O:16][CH2:17][C:13]=2[C:12]=1[CH3:21])[CH2:3][N:4]1[CH2:9][CH2:8][NH:7][C:6](=[O:10])[CH2:5]1.Br[C:23]1[CH:24]=[C:25]2[C:30](=[CH:31][CH:32]=1)[N:29]=[C:28]([S:33]([CH3:36])(=[O:35])=[O:34])[CH:27]=[CH:26]2.CC1(C)C2C(=C(P(C3C=CC=CC=3)C3C=CC=CC=3)C=CC=2)OC2C(P(C3C=CC=CC=3)C3C=CC=CC=3)=CC=CC1=2.C([O-])([O-])=O.[Cs+].[Cs+]. (8) Given the product [C:1]([C:3]1[CH:4]=[C:5]([CH:9]=[CH:10][CH:11]=1)[C:6]([N:18]([C:19]1[CH:20]=[CH:21][CH:22]=[CH:23][CH:24]=1)[C:12]1[CH:17]=[CH:16][CH:15]=[CH:14][CH:13]=1)=[O:7])#[CH:2], predict the reactants needed to synthesize it. The reactants are: [C:1]([C:3]1[CH:4]=[C:5]([CH:9]=[CH:10][CH:11]=1)[C:6](Cl)=[O:7])#[CH:2].[C:12]1([NH:18][C:19]2[CH:24]=[CH:23][CH:22]=[CH:21][CH:20]=2)[CH:17]=[CH:16][CH:15]=[CH:14][CH:13]=1. (9) Given the product [CH2:43]([N:42]([CH2:45][CH3:46])[CH2:40][CH2:39][O:37][C:36]1[CH:35]=[CH:34][C:4]([CH2:5][CH2:7][NH:8][C:9]2[CH:14]=[C:13]([O:15][CH3:16])[CH:12]=[CH:11][C:10]=2[CH:17]2[CH2:26][CH2:25][C:24]3[CH:23]=[C:22]([OH:27])[CH:21]=[CH:20][C:19]=3[CH2:18]2)=[CH:3][C:2]=1[F:1])[CH3:44], predict the reactants needed to synthesize it. The reactants are: [F:1][C:2]1[CH:3]=[C:4]([CH:34]=[CH:35][C:36]=1[OH:37])[C:5]([CH2:7][NH:8][C:9]1[CH:14]=[C:13]([O:15][CH3:16])[CH:12]=[CH:11][C:10]=1[CH:17]1[CH2:26][CH2:25][C:24]2[CH:23]=[C:22]([O:27]C(=O)C(C)(C)C)[CH:21]=[CH:20][C:19]=2[CH2:18]1)=O.Cl[CH2:39][C:40]([N:42]([CH2:45][CH3:46])[CH2:43][CH3:44])=O.